This data is from Forward reaction prediction with 1.9M reactions from USPTO patents (1976-2016). The task is: Predict the product of the given reaction. (1) Given the reactants [Cl:1][C:2]1[CH:3]=[C:4](/[CH:9]=[C:10](\[CH3:14])/[C:11](O)=[O:12])[CH:5]=[CH:6][C:7]=1[F:8].Cl.[CH3:16][NH:17][O:18][CH3:19].O.ON1C2C=CC=CC=2N=N1.Cl.C(N=C=NCCCN(C)C)C.C(N(C(C)C)CC)(C)C, predict the reaction product. The product is: [Cl:1][C:2]1[CH:3]=[C:4](/[CH:9]=[C:10](\[CH3:14])/[C:11]([N:17]([O:18][CH3:19])[CH3:16])=[O:12])[CH:5]=[CH:6][C:7]=1[F:8]. (2) Given the reactants [Cl:1][C:2]1[CH:7]=[CH:6][C:5]([C@@H:8]2[O:13][C@H:12]([CH2:14]OS(C3C=CC(C)=CC=3)(=O)=O)[C@@H:11]([OH:26])[C@H:10]([OH:27])[C@H:9]2[OH:28])=[CH:4][C:3]=1[CH2:29][C:30]1[CH:35]=[CH:34][C:33]([O:36][CH2:37][CH3:38])=[CH:32][CH:31]=1.[N-:39]=[N+:40]=[N-:41].[Na+], predict the reaction product. The product is: [N:39]([CH2:14][C@@H:12]1[C@@H:11]([OH:26])[C@H:10]([OH:27])[C@@H:9]([OH:28])[C@H:8]([C:5]2[CH:6]=[CH:7][C:2]([Cl:1])=[C:3]([CH2:29][C:30]3[CH:35]=[CH:34][C:33]([O:36][CH2:37][CH3:38])=[CH:32][CH:31]=3)[CH:4]=2)[O:13]1)=[N+:40]=[N-:41]. (3) Given the reactants [NH2:1][C:2]1[C:3]2[N:4]([C:8]([C@@H:27]3[CH2:30][C@H:29]([C:31](N)=[O:32])[CH2:28]3)=[N:9][C:10]=2[C:11]2[CH:20]=[C:19]3[C:14]([CH:15]=[CH:16][C:17]([C:21]4[CH:26]=[CH:25][CH:24]=[CH:23][CH:22]=4)=[N:18]3)=[CH:13][CH:12]=2)[CH:5]=[CH:6][N:7]=1.[OH-:34].[Na+], predict the reaction product. The product is: [NH2:1][C:2]1[C:3]2[N:4]([C:8]([C@@H:27]3[CH2:30][C@H:29]([C:31]([OH:32])=[O:34])[CH2:28]3)=[N:9][C:10]=2[C:11]2[CH:20]=[C:19]3[C:14]([CH:15]=[CH:16][C:17]([C:21]4[CH:22]=[CH:23][CH:24]=[CH:25][CH:26]=4)=[N:18]3)=[CH:13][CH:12]=2)[CH:5]=[CH:6][N:7]=1. (4) Given the reactants [CH3:1][C:2]([CH3:4])=O.S(=O)(=O)(O)O.[Br:10][C:11]1[CH:17]=[C:16]([CH3:18])[C:15]([CH3:19])=[CH:14][C:12]=1[NH2:13].[BH4-].[Na+], predict the reaction product. The product is: [Br:10][C:11]1[CH:17]=[C:16]([CH3:18])[C:15]([CH3:19])=[CH:14][C:12]=1[NH:13][CH:2]([CH3:4])[CH3:1].